From a dataset of Full USPTO retrosynthesis dataset with 1.9M reactions from patents (1976-2016). Predict the reactants needed to synthesize the given product. (1) Given the product [Cl:27][C:20]1[CH:21]=[C:22]([F:26])[C:23]([F:25])=[CH:24][C:19]=1[C:17]1[N:29]=[N:30][C:2]2[CH:1]3[CH2:7][CH:4]([C:3]=2[CH:16]=1)[CH2:5][CH2:6]3, predict the reactants needed to synthesize it. The reactants are: [CH:1]12[CH2:7][CH:4]([CH2:5][CH2:6]1)[C:3](=O)[C:2]2=O.COP([CH2:16][C:17]([C:19]1[CH:24]=[C:23]([F:25])[C:22]([F:26])=[CH:21][C:20]=1[Cl:27])=O)(=O)OC.O.[NH2:29][NH2:30]. (2) Given the product [NH2:25][C:21]1[CH:20]=[C:19]([NH:18][C:11]2([C:14]([O:16][CH3:17])=[O:15])[CH2:12][CH2:13][N:8]([C:6]([O:5][C:1]([CH3:2])([CH3:3])[CH3:4])=[O:7])[CH2:9][CH2:10]2)[CH:24]=[CH:23][CH:22]=1, predict the reactants needed to synthesize it. The reactants are: [C:1]([O:5][C:6]([N:8]1[CH2:13][CH2:12][C:11]([NH:18][C:19]2[CH:24]=[CH:23][CH:22]=[C:21]([N+:25]([O-])=O)[CH:20]=2)([C:14]([O:16][CH3:17])=[O:15])[CH2:10][CH2:9]1)=[O:7])([CH3:4])([CH3:3])[CH3:2].